This data is from Reaction yield outcomes from USPTO patents with 853,638 reactions. The task is: Predict the reaction yield, written as a fraction of the theoretical maximum amount of product (1.0 means a 100% yield; for example, 0.34 means a 34% yield). The reactants are [Cl:1][C:2]1[C:7]2[CH:8]=[N:9][NH:10][C:6]=2[CH:5]=[C:4]([Cl:11])[N:3]=1.[I:12]I.[OH-].[K+]. The catalyst is O1CCOCC1. The product is [Cl:1][C:2]1[C:7]2[C:8]([I:12])=[N:9][NH:10][C:6]=2[CH:5]=[C:4]([Cl:11])[N:3]=1. The yield is 0.600.